Predict the reactants needed to synthesize the given product. From a dataset of Full USPTO retrosynthesis dataset with 1.9M reactions from patents (1976-2016). (1) Given the product [N:33]([CH2:36][CH2:37][O:38][CH2:39][CH2:40][O:41][CH2:42][CH2:43][O:44][CH2:45][CH2:46][NH:47][S:20]([C:16]1[CH:17]=[CH:18][CH:19]=[C:14]([CH:5]2[C:4]3[C:9](=[C:10]([Cl:12])[CH:11]=[C:2]([Cl:1])[CH:3]=3)[CH2:8][N:7]([CH3:13])[CH2:6]2)[CH:15]=1)(=[O:22])=[O:21])=[N+:34]=[N-:35], predict the reactants needed to synthesize it. The reactants are: [Cl:1][C:2]1[CH:3]=[C:4]2[C:9](=[C:10]([Cl:12])[CH:11]=1)[CH2:8][N:7]([CH3:13])[CH2:6][CH:5]2[C:14]1[CH:15]=[C:16]([S:20](Cl)(=[O:22])=[O:21])[CH:17]=[CH:18][CH:19]=1.CCN(C(C)C)C(C)C.[N:33]([CH2:36][CH2:37][O:38][CH2:39][CH2:40][O:41][CH2:42][CH2:43][O:44][CH2:45][CH2:46][NH2:47])=[N+:34]=[N-:35]. (2) Given the product [N:23]1[CH:24]=[CH:25][CH:26]=[N:27][C:22]=1[CH2:21][CH2:20][CH2:19][CH:18]=[CH:17][S:14]([N:11]1[CH2:12][CH2:13][N:8]([C:5]2[N:6]=[CH:7][C:2]([C:33]3[CH:38]=[CH:37][CH:36]=[CH:35][N:34]=3)=[CH:3][CH:4]=2)[CH2:9][CH2:10]1)(=[O:16])=[O:15], predict the reactants needed to synthesize it. The reactants are: Br[C:2]1[CH:3]=[CH:4][C:5]([N:8]2[CH2:13][CH2:12][N:11]([S:14]([CH:17]=[CH:18][CH2:19][CH2:20][CH2:21][C:22]3[N:27]=[CH:26][CH:25]=[CH:24][N:23]=3)(=[O:16])=[O:15])[CH2:10][CH2:9]2)=[N:6][CH:7]=1.C([Sn](CCCC)(CCCC)[C:33]1[CH:38]=[CH:37][CH:36]=[CH:35][N:34]=1)CCC.[F-].[K+]. (3) Given the product [O:14]=[C:10]1[N:9]([C:6]2[CH:5]=[CH:4][N:3]=[CH:8][CH:7]=2)[CH2:13][CH2:12][N:11]1[CH2:21][C:22]([O:24][C:25]([CH3:28])([CH3:27])[CH3:26])=[O:23], predict the reactants needed to synthesize it. The reactants are: [H-].[Na+].[N:3]1[CH:8]=[CH:7][C:6]([N:9]2[CH2:13][CH2:12][NH:11][C:10]2=[O:14])=[CH:5][CH:4]=1.CN(C=O)C.Br[CH2:21][C:22]([O:24][C:25]([CH3:28])([CH3:27])[CH3:26])=[O:23]. (4) The reactants are: [C:1]([N:5]1[CH2:8][CH:7]([N:9]2[CH2:14][CH2:13][N:12]([C:15](=[O:31])[CH2:16][NH:17][C:18]3[CH:26]=[C:25]([CH:27]4[CH2:29][CH2:28]4)[C:24]([Cl:30])=[CH:23][C:19]=3[C:20]([NH2:22])=O)[CH2:11][CH2:10]2)[CH2:6]1)(=[O:4])[CH:2]=[CH2:3].CCN(CC)CC.FC(F)(F)C(OC(=O)C(F)(F)F)=O.O. Given the product [C:1]([N:5]1[CH2:6][CH:7]([N:9]2[CH2:10][CH2:11][N:12]([C:15](=[O:31])[CH2:16][NH:17][C:18]3[CH:26]=[C:25]([CH:27]4[CH2:28][CH2:29]4)[C:24]([Cl:30])=[CH:23][C:19]=3[C:20]#[N:22])[CH2:13][CH2:14]2)[CH2:8]1)(=[O:4])[CH:2]=[CH2:3], predict the reactants needed to synthesize it. (5) Given the product [C:6]([C:7]1[CH:8]=[CH:9][C:10]2[C:19]3[CH:18]=[C:17]4[CH2:20][CH2:21][CH2:22][C:23](=[O:24])[C:16]4=[CH:15][C:14]=3[O:13][CH2:12][C:11]=2[CH:25]=1)(=[O:27])[CH3:5], predict the reactants needed to synthesize it. The reactants are: C[Si]([C:5]#[C:6][C:7]1[CH:8]=[CH:9][C:10]2[C:19]3[CH:18]=[C:17]4[CH2:20][CH2:21][CH2:22][C:23](=[O:24])[C:16]4=[CH:15][C:14]=3[O:13][CH2:12][C:11]=2[CH:25]=1)(C)C.C(O)=[O:27]. (6) Given the product [N:14]1[CH:15]=[CH:16][C:11]([CH2:17][P:1](=[O:9])([O:3][CH2:4][CH3:5])[O:6][CH2:7][CH3:8])=[CH:12][CH:13]=1, predict the reactants needed to synthesize it. The reactants are: [P:1]([O-:9])([O:6][CH2:7][CH3:8])([O:3][CH2:4][CH3:5])=O.Cl[C:11]1[CH:16]=[CH:15][N:14]=[CH:13][CH:12]=1.[CH:17]1C=CC=CC=1.